Dataset: Forward reaction prediction with 1.9M reactions from USPTO patents (1976-2016). Task: Predict the product of the given reaction. (1) The product is: [OH:62][C:59]1[CH:58]=[CH:57][C:56]([O:55][C:52]2[CH:53]=[CH:54][C:49]([O:48][C:44]3[CH:43]=[C:42]([CH:47]=[CH:46][CH:45]=3)[CH2:41][C@@H:33]([C:32]([OH:64])=[O:31])[NH2:34])=[CH:50][CH:51]=2)=[CH:61][CH:60]=1. Given the reactants C(OC(=O)[C@H](CC1C=CC=C(OC2C=CC(O)=CC=2)C=1)NC(=O)C(F)(F)F)C.C([O:31][C:32](=[O:64])[C@H:33]([CH2:41][C:42]1[CH:47]=[CH:46][CH:45]=[C:44]([O:48][C:49]2[CH:54]=[CH:53][C:52]([O:55][C:56]3[CH:61]=[CH:60][C:59]([O:62]C)=[CH:58][CH:57]=3)=[CH:51][CH:50]=2)[CH:43]=1)[NH:34]C(=O)C(F)(F)F)C, predict the reaction product. (2) Given the reactants Br[C:2]1[CH:3]=[N:4][N:5]2[C:10]([C:11]3[CH:12]=[C:13]([NH:17][C:18](=[O:23])[CH2:19][CH:20]([CH3:22])[CH3:21])[CH:14]=[CH:15][CH:16]=3)=[CH:9][CH:8]=[N:7][C:6]=12.[CH3:24][O:25][C:26]1[CH:27]=[C:28](B(O)O)[CH:29]=[C:30]([O:34][CH3:35])[C:31]=1[O:32][CH3:33], predict the reaction product. The product is: [CH3:21][CH:20]([CH3:22])[CH2:19][C:18]([NH:17][C:13]1[CH:14]=[CH:15][CH:16]=[C:11]([C:10]2[N:5]3[N:4]=[CH:3][C:2]([C:28]4[CH:29]=[C:30]([O:34][CH3:35])[C:31]([O:32][CH3:33])=[C:26]([O:25][CH3:24])[CH:27]=4)=[C:6]3[N:7]=[CH:8][CH:9]=2)[CH:12]=1)=[O:23]. (3) Given the reactants C(O[C:6]([N:8]1[CH2:12][C:11](=[N:13][O:14][CH2:15][CH3:16])[CH2:10][C@H:9]1[C:17]([OH:19])=O)=[O:7])(C)(C)C.C(Cl)(=O)[C:21]1[CH:26]=[CH:25][CH:24]=[CH:23][CH:22]=1.[CH2:29]([N:31]1[C:43]2[CH:42]=[CH:41][C:40]([NH2:44])=[CH:39][C:38]=2[C:37]2[C:32]1=[CH:33][CH:34]=[CH:35][CH:36]=2)[CH3:30], predict the reaction product. The product is: [C:6]([N:8]1[CH2:12][C:11](=[N:13][O:14][CH2:15][CH3:16])[CH2:10][C@H:9]1[C:17]([NH:44][C:40]1[CH:41]=[CH:42][C:43]2[N:31]([CH2:29][CH3:30])[C:32]3[C:37]([C:38]=2[CH:39]=1)=[CH:36][CH:35]=[CH:34][CH:33]=3)=[O:19])(=[O:7])[C:21]1[CH:26]=[CH:25][CH:24]=[CH:23][CH:22]=1. (4) Given the reactants [CH3:1][C:2]1([CH3:16])[C:6]([CH3:8])([CH3:7])[O:5][B:4]([C:9]2[CH:14]=[CH:13][C:12]([NH2:15])=[CH:11][CH:10]=2)[O:3]1.[Cl:17][C:18]1[C:19]([F:29])=[CH:20][C:21]([F:28])=[C:22]([S:24](Cl)(=[O:26])=[O:25])[CH:23]=1, predict the reaction product. The product is: [Cl:17][C:18]1[C:19]([F:29])=[CH:20][C:21]([F:28])=[C:22]([S:24]([NH:15][C:12]2[CH:13]=[CH:14][C:9]([B:4]3[O:3][C:2]([CH3:16])([CH3:1])[C:6]([CH3:7])([CH3:8])[O:5]3)=[CH:10][CH:11]=2)(=[O:26])=[O:25])[CH:23]=1. (5) Given the reactants [Cl:1][C:2]1[N:3]=[CH:4][C:5]2[C:10]([C:11]3[CH:16]=[CH:15][CH:14]=[CH:13][C:12]=3[CH3:17])=[C:9]([CH:18](OCC)[O:19]CC)[N:8]([CH2:25][CH2:26][NH:27][C:28](=[O:34])[O:29][C:30]([CH3:33])([CH3:32])[CH3:31])[C:6]=2[N:7]=1.O, predict the reaction product. The product is: [Cl:1][C:2]1[N:3]=[CH:4][C:5]2[C:10]([C:11]3[CH:16]=[CH:15][CH:14]=[CH:13][C:12]=3[CH3:17])=[C:9]([CH:18]=[O:19])[N:8]([CH2:25][CH2:26][NH:27][C:28](=[O:34])[O:29][C:30]([CH3:32])([CH3:31])[CH3:33])[C:6]=2[N:7]=1. (6) Given the reactants Cl[C:2]1[C:11]2[C:6](=[CH:7][CH:8]=[C:9]([C:12]([C:20]3[N:24]([CH3:25])[C:23]([CH3:26])=[N:22][CH:21]=3)([C:14]3[N:18]([CH3:19])[N:17]=[N:16][CH:15]=3)[OH:13])[CH:10]=2)[N:5]=[C:4]([O:27][CH3:28])[C:3]=1[CH2:29][C:30]([F:33])([F:32])[F:31].C[C:35]([N:37](C)C)=O, predict the reaction product. The product is: [CH3:25][N:24]1[C:20]([C:12]([OH:13])([C:14]2[N:18]([CH3:19])[N:17]=[N:16][CH:15]=2)[C:9]2[CH:10]=[C:11]3[C:6](=[CH:7][CH:8]=2)[N:5]=[C:4]([O:27][CH3:28])[C:3]([CH2:29][C:30]([F:32])([F:33])[F:31])=[C:2]3[C:35]#[N:37])=[CH:21][N:22]=[C:23]1[CH3:26]. (7) Given the reactants [CH2:1]([C:5]1([C:8]2[CH:15]=[CH:14][C:11]([CH:12]=O)=[CH:10][CH:9]=2)[CH2:7][CH2:6]1)[CH2:2][CH2:3][CH3:4].[NH2:16][CH2:17][C:18]1[N:23]=[C:22]([N:24]([CH2:32][C:33]([O:35][C:36]([CH3:39])([CH3:38])[CH3:37])=[O:34])[C:25]([O:27][C:28]([CH3:31])([CH3:30])[CH3:29])=[O:26])[CH:21]=[CH:20][CH:19]=1.C(=O)([O-])O.[Na+], predict the reaction product. The product is: [C:28]([O:27][C:25]([N:24]([CH2:32][C:33]([O:35][C:36]([CH3:39])([CH3:38])[CH3:37])=[O:34])[C:22]1[CH:21]=[CH:20][CH:19]=[C:18]([CH2:17][NH:16][CH2:12][C:11]2[CH:14]=[CH:15][C:8]([C:5]3([CH2:1][CH2:2][CH2:3][CH3:4])[CH2:7][CH2:6]3)=[CH:9][CH:10]=2)[N:23]=1)=[O:26])([CH3:31])([CH3:30])[CH3:29].